This data is from Forward reaction prediction with 1.9M reactions from USPTO patents (1976-2016). The task is: Predict the product of the given reaction. (1) Given the reactants [Cl-].[CH3:2][N+:3]([CH3:27])([CH2:11][CH2:12][O:13][C:14](=[O:26])[CH2:15][CH2:16][CH2:17][CH2:18][CH2:19][CH2:20][CH2:21][CH2:22][CH2:23][CH2:24][CH3:25])[CH2:4][C:5]1[CH:10]=[CH:9][CH:8]=[CH:7][CH:6]=1.[C:28]1([B-:34]([C:47]2[CH:52]=[CH:51][CH:50]=[CH:49][CH:48]=2)([C:41]2[CH:46]=[CH:45][CH:44]=[CH:43][CH:42]=2)[C:35]2[CH:40]=[CH:39][CH:38]=[CH:37][CH:36]=2)[CH:33]=[CH:32][CH:31]=[CH:30][CH:29]=1.[Na+], predict the reaction product. The product is: [C:47]1([B-:34]([C:28]2[CH:29]=[CH:30][CH:31]=[CH:32][CH:33]=2)([C:35]2[CH:36]=[CH:37][CH:38]=[CH:39][CH:40]=2)[C:41]2[CH:46]=[CH:45][CH:44]=[CH:43][CH:42]=2)[CH:48]=[CH:49][CH:50]=[CH:51][CH:52]=1.[CH3:27][N+:3]([CH3:2])([CH2:11][CH2:12][O:13][C:14](=[O:26])[CH2:15][CH2:16][CH2:17][CH2:18][CH2:19][CH2:20][CH2:21][CH2:22][CH2:23][CH2:24][CH3:25])[CH2:4][C:5]1[CH:10]=[CH:9][CH:8]=[CH:7][CH:6]=1. (2) Given the reactants [CH3:1][O:2][C:3]1[CH:4]=[C:5]([CH:23]=[CH:24][C:25]=1[O:26][CH3:27])[CH2:6][CH:7]1[C:16]2[C:11](=[CH:12][C:13]([O:21][CH3:22])=[C:14]([O:17][CH:18]([CH3:20])[CH3:19])[CH:15]=2)[CH2:10][CH2:9][NH:8]1.Br[CH2:29][C:30](Br)=[O:31].[N:33]1[CH:38]=[CH:37][CH:36]=[CH:35][C:34]=1[CH2:39][NH2:40], predict the reaction product. The product is: [CH3:1][O:2][C:3]1[CH:4]=[C:5]([CH:23]=[CH:24][C:25]=1[O:26][CH3:27])[CH2:6][CH:7]1[C:16]2[C:11](=[CH:12][C:13]([O:21][CH3:22])=[C:14]([O:17][CH:18]([CH3:20])[CH3:19])[CH:15]=2)[CH2:10][CH2:9][N:8]1[CH2:29][C:30]([NH:40][CH2:39][C:34]1[CH:35]=[CH:36][CH:37]=[CH:38][N:33]=1)=[O:31].